From a dataset of Reaction yield outcomes from USPTO patents with 853,638 reactions. Predict the reaction yield, written as a fraction of the theoretical maximum amount of product (1.0 means a 100% yield; for example, 0.34 means a 34% yield). (1) The reactants are [OH-].[Na+].C([O:5][C:6](=[O:25])[CH2:7][CH2:8][N:9]1[CH:13]=[C:12]([C:14]2[CH:19]=[CH:18][CH:17]=[CH:16][CH:15]=2)[CH:11]=[C:10]1[C:20]([O:22]CC)=[O:21])C. The catalyst is C(O)C. The product is [C:6]([CH2:7][CH2:8][N:9]1[CH:13]=[C:12]([C:14]2[CH:15]=[CH:16][CH:17]=[CH:18][CH:19]=2)[CH:11]=[C:10]1[C:20]([OH:22])=[O:21])([OH:25])=[O:5]. The yield is 0.560. (2) The reactants are [Si]([O:8][CH2:9][C@@H:10]([NH:19][C:20](=[O:26])[O:21][C:22]([CH3:25])([CH3:24])[CH3:23])[C:11](=[O:18])[C:12]1[CH:17]=[CH:16][CH:15]=[CH:14][CH:13]=1)(C(C)(C)C)(C)C.C1COCC1.O.[Na+].[Cl-].C([O-])(O)=O.[Na+]. The catalyst is C(O)(=O)C. The product is [OH:8][CH2:9][C@@H:10]([NH:19][C:20](=[O:26])[O:21][C:22]([CH3:24])([CH3:23])[CH3:25])[C:11](=[O:18])[C:12]1[CH:17]=[CH:16][CH:15]=[CH:14][CH:13]=1. The yield is 0.950.